From a dataset of Forward reaction prediction with 1.9M reactions from USPTO patents (1976-2016). Predict the product of the given reaction. (1) Given the reactants [CH2:1]([O:3][P:4]([CH:9]=[C:10]1[NH:16][CH2:15][CH2:14][N:13]([CH3:17])[C:12]2[CH:18]=[CH:19][CH:20]=[CH:21][C:11]1=2)(=[O:8])[O:5][CH2:6][CH3:7])[CH3:2].FC1C=C([Br:32])C=CC=1C(O)=O, predict the reaction product. The product is: [CH2:1]([O:3][P:4]([CH:9]=[C:10]1[NH:16][CH2:15][CH2:14][N:13]([CH3:17])[C:12]2[CH:18]=[C:19]([Br:32])[CH:20]=[CH:21][C:11]1=2)(=[O:8])[O:5][CH2:6][CH3:7])[CH3:2]. (2) Given the reactants [NH2:1][C:2]1[CH:3]=[N:4][CH:5]=[CH:6][CH:7]=1.[NH:8]1[C:16]2[C:11](=[CH:12][CH:13]=[CH:14][CH:15]=2)[C:10]([C:17](O)=[O:18])=[CH:9]1.C1CCC(N=C=NC2CCCCC2)CC1, predict the reaction product. The product is: [N:4]1[CH:5]=[CH:6][CH:7]=[C:2]([NH:1][C:17]([C:10]2[C:11]3[C:16](=[CH:15][CH:14]=[CH:13][CH:12]=3)[NH:8][CH:9]=2)=[O:18])[CH:3]=1. (3) Given the reactants [NH:1]1[CH2:6][CH2:5][CH:4]([OH:7])[CH2:3][CH2:2]1.C(=O)([O-])[O-].[K+].[K+].F[C:15]1[CH:20]=[CH:19][C:18]([N+:21]([O-:23])=[O:22])=[C:17]([O:24][CH3:25])[CH:16]=1.O, predict the reaction product. The product is: [CH3:25][O:24][C:17]1[CH:16]=[C:15]([N:1]2[CH2:6][CH2:5][CH:4]([OH:7])[CH2:3][CH2:2]2)[CH:20]=[CH:19][C:18]=1[N+:21]([O-:23])=[O:22]. (4) Given the reactants C([O:4][CH2:5][CH2:6][O:7][C:8]1[CH:13]=[CH:12][C:11]([C:14]([N:16]2[C:22]3[CH:23]=[CH:24][CH:25]=[CH:26][C:21]=3[CH2:20][N:19]([CH2:27][C:28]3[O:29][C:30]([CH:33]([CH3:35])[CH3:34])=[N:31][N:32]=3)[C:18](=[O:36])[CH2:17]2)=[O:15])=[C:10]([Cl:37])[CH:9]=1)(=O)C.[OH-].[Na+].Cl, predict the reaction product. The product is: [Cl:37][C:10]1[CH:9]=[C:8]([O:7][CH2:6][CH2:5][OH:4])[CH:13]=[CH:12][C:11]=1[C:14]([N:16]1[C:22]2[CH:23]=[CH:24][CH:25]=[CH:26][C:21]=2[CH2:20][N:19]([CH2:27][C:28]2[O:29][C:30]([CH:33]([CH3:35])[CH3:34])=[N:31][N:32]=2)[C:18](=[O:36])[CH2:17]1)=[O:15]. (5) Given the reactants C[O:2][C:3]([C:5]1[CH:6]=[C:7]([C:11]2[CH:12]=[C:13]3[C:17](=[CH:18][CH:19]=2)[N:16](C(O)=O)[C:15]([C:23]2[O:27][N:26]=[C:25]([CH3:28])[N:24]=2)=[CH:14]3)[N:8]([CH3:10])[N:9]=1)=[O:4].[Li+].[OH-], predict the reaction product. The product is: [CH3:10][N:8]1[C:7]([C:11]2[CH:12]=[C:13]3[C:17](=[CH:18][CH:19]=2)[NH:16][C:15]([C:23]2[O:27][N:26]=[C:25]([CH3:28])[N:24]=2)=[CH:14]3)=[CH:6][C:5]([C:3]([OH:4])=[O:2])=[N:9]1. (6) Given the reactants Cl[CH2:2][CH2:3][CH2:4][O:5][C:6]1[CH:11]=[CH:10][C:9]([C:12]2[N:13]=[C:14]3[CH:19]=[C:18]([CH3:20])[CH:17]=[CH:16][N:15]3[CH:21]=2)=[CH:8][CH:7]=1.[F:22][C:23]1[CH:30]=[CH:29][C:26]([CH2:27][NH2:28])=[CH:25][CH:24]=1, predict the reaction product. The product is: [F:22][C:23]1[CH:30]=[CH:29][C:26]([CH2:27][NH:28][CH2:2][CH2:3][CH2:4][O:5][C:6]2[CH:11]=[CH:10][C:9]([C:12]3[N:13]=[C:14]4[CH:19]=[C:18]([CH3:20])[CH:17]=[CH:16][N:15]4[CH:21]=3)=[CH:8][CH:7]=2)=[CH:25][CH:24]=1. (7) Given the reactants [NH2:1][C:2]1[CH:3]=[C:4]([CH:8]=[CH:9][C:10]=1[CH3:11])[C:5]([OH:7])=O.[CH3:12][N:13]1[CH:17]=[C:16]([C:18]2[CH:23]=[CH:22][C:21]([CH:24]3[CH2:29][CH2:28][NH:27][CH2:26][CH2:25]3)=[CH:20][CH:19]=2)[CH:15]=[N:14]1.C(N(CC)C(C)C)(C)C.CN(C(ON1N=NC2C=CC=CC1=2)=[N+](C)C)C.F[P-](F)(F)(F)(F)F.C([O-])([O-])=O.[Na+].[Na+], predict the reaction product. The product is: [NH2:1][C:2]1[CH:3]=[C:4]([C:5]([N:27]2[CH2:26][CH2:25][CH:24]([C:21]3[CH:20]=[CH:19][C:18]([C:16]4[CH:15]=[N:14][N:13]([CH3:12])[CH:17]=4)=[CH:23][CH:22]=3)[CH2:29][CH2:28]2)=[O:7])[CH:8]=[CH:9][C:10]=1[CH3:11]. (8) The product is: [CH2:1]([C:3]([C:19]1[CH:24]=[CH:23][C:22]([OH:25])=[C:21]([CH3:26])[CH:20]=1)([C:6]1[CH:11]=[CH:10][C:9]([C:12]#[CH:13])=[C:8]([CH3:18])[CH:7]=1)[CH2:4][CH3:5])[CH3:2]. Given the reactants [CH2:1]([C:3]([C:19]1[CH:24]=[CH:23][C:22]([OH:25])=[C:21]([CH3:26])[CH:20]=1)([C:6]1[CH:11]=[CH:10][C:9]([C:12]#[C:13][Si](C)(C)C)=[C:8]([CH3:18])[CH:7]=1)[CH2:4][CH3:5])[CH3:2], predict the reaction product.